From a dataset of Forward reaction prediction with 1.9M reactions from USPTO patents (1976-2016). Predict the product of the given reaction. (1) Given the reactants [F:1][C:2]1[C:7]([CH2:8][NH2:9])=[CH:6][CH:5]=[CH:4][C:3]=1[C:10]1[CH:15]=[CH:14][C:13]([C:16]([F:19])([F:18])[F:17])=[CH:12][CH:11]=1.[F:20][C:21]1[CH:26]=[CH:25][C:24]([S:27]([N:30]([CH2:32][C:33](O)=[O:34])[CH3:31])(=[O:29])=[O:28])=[CH:23][CH:22]=1.CN(C(ON1N=NC2C=CC=NC1=2)=[N+](C)C)C.F[P-](F)(F)(F)(F)F.C(N(CC)C(C)C)(C)C.OS([O-])(=O)=O.[K+], predict the reaction product. The product is: [F:20][C:21]1[CH:22]=[CH:23][C:24]([S:27]([N:30]([CH3:31])[CH2:32][C:33]([NH:9][CH2:8][C:7]2[C:2]([F:1])=[C:3]([C:10]3[CH:15]=[CH:14][C:13]([C:16]([F:17])([F:18])[F:19])=[CH:12][CH:11]=3)[CH:4]=[CH:5][CH:6]=2)=[O:34])(=[O:28])=[O:29])=[CH:25][CH:26]=1. (2) Given the reactants C([O:8][N:9]1[C:14]2[N:15]=[CH:16][N:17]=[C:18]([CH3:19])[C:13]=2[C:12]([NH:20][CH2:21][C:22]2[CH:27]=[CH:26][CH:25]=[C:24]([Cl:28])[CH:23]=2)=[CH:11][C:10]1=[O:29])C1C=CC=CC=1.CO.[H][H], predict the reaction product. The product is: [Cl:28][C:24]1[CH:23]=[C:22]([CH:27]=[CH:26][CH:25]=1)[CH2:21][NH:20][C:12]1[C:13]2[C:18]([CH3:19])=[N:17][CH:16]=[N:15][C:14]=2[N:9]([OH:8])[C:10](=[O:29])[CH:11]=1.